Predict the product of the given reaction. From a dataset of Forward reaction prediction with 1.9M reactions from USPTO patents (1976-2016). (1) The product is: [CH3:18][C:8]1[CH:13]=[CH:12][C:11]([S:14]([O:7][CH2:6][CH:3]2[CH2:4][CH2:5][O:1][CH2:2]2)(=[O:16])=[O:15])=[CH:10][CH:9]=1. Given the reactants [O:1]1[CH2:5][CH2:4][CH:3]([CH2:6][OH:7])[CH2:2]1.[C:8]1([CH3:18])[CH:13]=[CH:12][C:11]([S:14](Cl)(=[O:16])=[O:15])=[CH:10][CH:9]=1.C(N(CC)CC)C, predict the reaction product. (2) Given the reactants C(N(C(C)C)CC)(C)C.Cl[CH2:11][O:12][CH3:13].[F:14][C:15]1[N:20]=[CH:19][C:18]([CH:21]([OH:23])[CH3:22])=[CH:17][CH:16]=1, predict the reaction product. The product is: [F:14][C:15]1[CH:16]=[CH:17][C:18]([CH:21]([O:23][CH2:11][O:12][CH3:13])[CH3:22])=[CH:19][N:20]=1.